This data is from Peptide-MHC class I binding affinity with 185,985 pairs from IEDB/IMGT. The task is: Regression. Given a peptide amino acid sequence and an MHC pseudo amino acid sequence, predict their binding affinity value. This is MHC class I binding data. (1) The peptide sequence is MLLKGTLFM. The MHC is HLA-B39:01 with pseudo-sequence HLA-B39:01. The binding affinity (normalized) is 0.0847. (2) The peptide sequence is VLKLRFWLI. The MHC is HLA-A02:16 with pseudo-sequence HLA-A02:16. The binding affinity (normalized) is 0.0847. (3) The peptide sequence is NDLQFGFGW. The MHC is HLA-B40:01 with pseudo-sequence HLA-B40:01. The binding affinity (normalized) is 0.0257. (4) The peptide sequence is DLPPAIAAE. The MHC is HLA-A69:01 with pseudo-sequence HLA-A69:01. The binding affinity (normalized) is 0.0847. (5) The peptide sequence is QLEELEDEL. The MHC is HLA-A02:02 with pseudo-sequence HLA-A02:02. The binding affinity (normalized) is 0.522. (6) The peptide sequence is KMAVEVGSI. The MHC is HLA-A02:02 with pseudo-sequence HLA-A02:02. The binding affinity (normalized) is 0.683.